From a dataset of Reaction yield outcomes from USPTO patents with 853,638 reactions. Predict the reaction yield, written as a fraction of the theoretical maximum amount of product (1.0 means a 100% yield; for example, 0.34 means a 34% yield). (1) The reactants are [F:1][C:2]([F:12])([F:11])[C:3]1[CH:10]=[CH:9][C:6]([CH2:7][OH:8])=[CH:5][CH:4]=1.[C:13](N1C=CN=C1)(N1C=CN=C1)=[O:14].[CH3:25][O:26][C:27](=[O:44])[C:28]([CH3:43])([O:30][C:31]1[CH:36]=[CH:35][CH:34]=[C:33]([C@@H:37]2[CH2:42][CH2:41][CH2:40][NH:39][CH2:38]2)[CH:32]=1)[CH3:29]. The catalyst is C1(C)C=CC=CC=1.C(OCC)(=O)C. The product is [F:1][C:2]([F:11])([F:12])[C:3]1[CH:10]=[CH:9][C:6]([CH2:7][O:8][C:13]([N:39]2[CH2:40][CH2:41][CH2:42][C@@H:37]([C:33]3[CH:34]=[CH:35][CH:36]=[C:31]([O:30][C:28]([C:27]([O:26][CH3:25])=[O:44])([CH3:29])[CH3:43])[CH:32]=3)[CH2:38]2)=[O:14])=[CH:5][CH:4]=1. The yield is 1.00. (2) The reactants are [N+:1]([C:4]1[CH:9]=[CH:8][CH:7]=[C:6]([C:10]2[CH:15]=[CH:14][CH:13]=[CH:12][N:11]=2)[C:5]=1[NH:16]C(=O)C)([O-:3])=[O:2].[OH-].[Na+]. The catalyst is CO. The product is [N+:1]([C:4]1[CH:9]=[CH:8][CH:7]=[C:6]([C:10]2[CH:15]=[CH:14][CH:13]=[CH:12][N:11]=2)[C:5]=1[NH2:16])([O-:3])=[O:2]. The yield is 0.650. (3) The reactants are C(O[C:5]([C:7]1[N:8]([N:13]([C:19](=[O:26])[CH2:20][C:21]([O:23][CH2:24][CH3:25])=[O:22])[CH2:14][CH2:15][CH:16]([CH3:18])[CH3:17])[CH:9]=[C:10]([F:12])[CH:11]=1)=[O:6])C=C.[O-]CC.[Na+].CO. The catalyst is C(O)C.ClCCl. The product is [CH2:24]([O:23][C:21]([C:20]1[C:19](=[O:26])[N:13]([CH2:14][CH2:15][CH:16]([CH3:17])[CH3:18])[N:8]2[CH:9]=[C:10]([F:12])[CH:11]=[C:7]2[C:5]=1[OH:6])=[O:22])[CH3:25]. The yield is 0.491. (4) The reactants are [CH3:1][O:2][C:3]1[CH:30]=[CH:29][CH:28]=[CH:27][C:4]=1[C:5]([C:7]1[CH:12]=[CH:11][C:10]([CH3:13])=[CH:9][C:8]=1[NH:14][C:15](=[O:26])[NH:16][C:17]1[S:18][CH:19]=[C:20]([CH2:22][C:23]([OH:25])=O)[N:21]=1)=[O:6].[CH3:31][O:32][CH2:33][CH2:34][NH2:35]. No catalyst specified. The product is [CH3:1][O:2][C:3]1[CH:30]=[CH:29][CH:28]=[CH:27][C:4]=1[C:5]([C:7]1[CH:12]=[CH:11][C:10]([CH3:13])=[CH:9][C:8]=1[NH:14][C:15](=[O:26])[NH:16][C:17]1[S:18][CH:19]=[C:20]([CH2:22][C:23]([NH:35][CH2:34][CH2:33][O:32][CH3:31])=[O:25])[N:21]=1)=[O:6]. The yield is 0.700. (5) The reactants are [CH3:1][C:2]([C:4]1[CH:9]=[C:8]([N+:10]([O-:12])=[O:11])[CH:7]=[CH:6][C:5]=1[OH:13])=O.[NH3:14].CO. No catalyst specified. The product is [NH:14]=[C:2]([C:4]1[CH:9]=[C:8]([N+:10]([O-:12])=[O:11])[CH:7]=[CH:6][C:5]=1[OH:13])[CH3:1]. The yield is 1.00. (6) The reactants are [Cl:1][C:2]1[CH:7]=[CH:6][C:5]([OH:8])=[CH:4][C:3]=1[N+:9]([O-:11])=[O:10].Cl[CH2:13][C:14]1[CH:19]=[CH:18][C:17]([O:20][CH3:21])=[CH:16][CH:15]=1.C(=O)([O-])[O-].[K+].[K+]. The catalyst is [I-].C([N+](CCCC)(CCCC)CCCC)CCC.CN(C)C=O. The product is [Cl:1][C:2]1[CH:7]=[CH:6][C:5]([O:8][CH2:13][C:14]2[CH:19]=[CH:18][C:17]([O:20][CH3:21])=[CH:16][CH:15]=2)=[CH:4][C:3]=1[N+:9]([O-:11])=[O:10]. The yield is 0.960. (7) The reactants are I[C:2]1[N:3]=[CH:4][N:5]([C:7]([C:20]2[CH:25]=[CH:24][CH:23]=[CH:22][CH:21]=2)([C:14]2[CH:19]=[CH:18][CH:17]=[CH:16][CH:15]=2)[C:8]2[CH:13]=[CH:12][CH:11]=[CH:10][CH:9]=2)[CH:6]=1.CC[Mg+].[Br-].I[C:31]1[CH:51]=[CH:50][CH:49]=[CH:48][C:32]=1[CH2:33][CH2:34][C@H:35]1[C:40]([O:41][CH3:42])=[N:39][C@H:38]([CH:43]([CH3:45])[CH3:44])[C:37]([O:46][CH3:47])=[N:36]1. The catalyst is C1COCC1.C(Cl)Cl.[Cl-].[Cl-].[Zn+2].C1C=CC([P]([Pd]([P](C2C=CC=CC=2)(C2C=CC=CC=2)C2C=CC=CC=2)([P](C2C=CC=CC=2)(C2C=CC=CC=2)C2C=CC=CC=2)[P](C2C=CC=CC=2)(C2C=CC=CC=2)C2C=CC=CC=2)(C2C=CC=CC=2)C2C=CC=CC=2)=CC=1. The product is [CH:43]([C@@H:38]1[C:37]([O:46][CH3:47])=[N:36][C@@H:35]([CH2:34][CH2:33][C:32]2[CH:31]=[CH:51][CH:50]=[CH:49][C:48]=2[C:2]2[N:3]=[CH:4][N:5]([C:7]([C:14]3[CH:19]=[CH:18][CH:17]=[CH:16][CH:15]=3)([C:20]3[CH:21]=[CH:22][CH:23]=[CH:24][CH:25]=3)[C:8]3[CH:9]=[CH:10][CH:11]=[CH:12][CH:13]=3)[CH:6]=2)[C:40]([O:41][CH3:42])=[N:39]1)([CH3:45])[CH3:44]. The yield is 0.290. (8) The reactants are [F:1][C:2]([F:21])([F:20])[C:3]1[CH:4]=[C:5]([S:9]([N:12]2[CH2:17][CH2:16][CH:15]([O:18][NH2:19])[CH2:14][CH2:13]2)(=[O:11])=[O:10])[CH:6]=[CH:7][CH:8]=1.ON1C2C=CC=CC=2N=N1.[F:32][C:33]1[CH:41]=[CH:40][C:36]([C:37](O)=[O:38])=[CH:35][CH:34]=1.C(N(CC)C(C)C)(C)C. The catalyst is CN(C)C=O. The product is [F:32][C:33]1[CH:41]=[CH:40][C:36]([C:37]([NH:19][O:18][CH:15]2[CH2:14][CH2:13][N:12]([S:9]([C:5]3[CH:6]=[CH:7][CH:8]=[C:3]([C:2]([F:1])([F:20])[F:21])[CH:4]=3)(=[O:11])=[O:10])[CH2:17][CH2:16]2)=[O:38])=[CH:35][CH:34]=1. The yield is 0.810.